From a dataset of Forward reaction prediction with 1.9M reactions from USPTO patents (1976-2016). Predict the product of the given reaction. (1) Given the reactants [CH3:1][N:2]([CH3:12])[C:3]1[CH:4]=[C:5]([CH:9]=[CH:10][N:11]=1)[C:6]([OH:8])=O.Cl.[F:14][C:15]1[CH:20]=[CH:19][CH:18]=[CH:17][C:16]=1[CH:21]1[CH2:26][CH2:25][CH2:24][NH:23][CH2:22]1.C1C=CC2N(O)N=NC=2C=1.C(Cl)CCl.CCN(CC)CC, predict the reaction product. The product is: [F:14][C:15]1[CH:20]=[CH:19][CH:18]=[CH:17][C:16]=1[CH:21]1[CH2:26][CH2:25][CH2:24][N:23]([C:6]([C:5]2[CH:9]=[CH:10][N:11]=[C:3]([N:2]([CH3:1])[CH3:12])[CH:4]=2)=[O:8])[CH2:22]1. (2) Given the reactants [Cl:1][C:2]1[CH:7]=[C:6]([Cl:8])[CH:5]=[CH:4][C:3]=1[CH:9]([OH:28])[C:10]1[N:14]([CH2:15][CH2:16][CH2:17][OH:18])[C:13]2[C:19]([N:23]([CH2:26][CH3:27])[CH2:24][CH3:25])=[CH:20][CH:21]=[CH:22][C:12]=2[N:11]=1, predict the reaction product. The product is: [Cl:1][C:2]1[CH:7]=[C:6]([Cl:8])[CH:5]=[CH:4][C:3]=1[C:9]([C:10]1[N:14]([CH2:15][CH2:16][CH2:17][OH:18])[C:13]2[C:19]([N:23]([CH2:26][CH3:27])[CH2:24][CH3:25])=[CH:20][CH:21]=[CH:22][C:12]=2[N:11]=1)=[O:28].